This data is from Full USPTO retrosynthesis dataset with 1.9M reactions from patents (1976-2016). The task is: Predict the reactants needed to synthesize the given product. (1) The reactants are: C([Li])CCC.Br[C:7]1[CH:8]=[N:9][CH:10]=[N:11][CH:12]=1.[Br:13][C:14]1[CH:15]=[C:16]([C:21]([C:29]2[CH:34]=[CH:33][CH:32]=[C:31]([F:35])[C:30]=2[C:36]#[N:37])=[N:22]S(C(C)(C)C)=O)[CH:17]=[CH:18][C:19]=1[F:20].Cl. Given the product [Br:13][C:14]1[CH:15]=[C:16]([C:21]2([C:7]3[CH:8]=[N:9][CH:10]=[N:11][CH:12]=3)[C:29]3[C:30](=[C:31]([F:35])[CH:32]=[CH:33][CH:34]=3)[C:36]([NH2:37])=[N:22]2)[CH:17]=[CH:18][C:19]=1[F:20], predict the reactants needed to synthesize it. (2) Given the product [OH:8][C:9]1[CH:17]=[CH:16][C:15]2[NH:14][C:13]3[CH:18]([CH2:21][C:22]([O:24][CH2:25][CH3:26])=[O:23])[CH2:19][CH2:20][C:12]=3[C:11]=2[CH:10]=1, predict the reactants needed to synthesize it. The reactants are: C([O:8][C:9]1[CH:17]=[CH:16][C:15]2[NH:14][C:13]3[C:18](=[CH:21][C:22]([O:24][CH2:25][CH3:26])=[O:23])[CH2:19][CH2:20][C:12]=3[C:11]=2[CH:10]=1)C1C=CC=CC=1.C(OCC)(=O)C.C(O)=O. (3) Given the product [F:21][C:15]1[CH:16]=[C:17]([F:20])[CH:18]=[CH:19][C:14]=1[N:13]1[C:2]2[C:3](=[CH:22][C:23]([F:27])=[C:24]([F:26])[CH:25]=2)[C:4](=[O:5])[C:6]([C:7]([O:9][CH2:10][CH3:11])=[O:8])=[CH:12]1, predict the reactants needed to synthesize it. The reactants are: Cl[C:2]1[CH:25]=[C:24]([F:26])[C:23]([F:27])=[CH:22][C:3]=1[C:4]([C:6](=[CH:12][NH:13][C:14]1[CH:19]=[CH:18][C:17]([F:20])=[CH:16][C:15]=1[F:21])[C:7]([O:9][CH2:10][CH3:11])=[O:8])=[O:5].[O-]P([O-])([O-])=O.[K+].[K+].[K+]. (4) Given the product [CH:2]([C:3]1[CH:4]=[C:5]([NH:9][C:10](=[O:12])[CH3:11])[CH:6]=[CH:7][CH:8]=1)=[O:1], predict the reactants needed to synthesize it. The reactants are: [OH:1][CH2:2][C:3]1[CH:4]=[C:5]([NH:9][C:10](=[O:12])[CH3:11])[CH:6]=[CH:7][CH:8]=1.[Cr](Cl)([O-])(=O)=O.[NH+]1C=CC=CC=1.CN(C)C=O. (5) Given the product [Cl:1][C:2]1[CH:3]=[C:4]2[C:9](=[CH:10][C:11]=1[NH:26][CH2:22][CH:23]([CH3:25])[CH3:24])[O:8][CH:7]([C:13]([F:16])([F:15])[F:14])[C:6]([C:17]([O:19][CH2:20][CH3:21])=[O:18])=[CH:5]2, predict the reactants needed to synthesize it. The reactants are: [Cl:1][C:2]1[CH:3]=[C:4]2[C:9](=[CH:10][C:11]=1F)[O:8][CH:7]([C:13]([F:16])([F:15])[F:14])[C:6]([C:17]([O:19][CH2:20][CH3:21])=[O:18])=[CH:5]2.[CH2:22]([NH2:26])[CH:23]([CH3:25])[CH3:24].C([O-])([O-])=O.[K+].[K+]. (6) Given the product [OH:21][NH:20][C:16]([C:14]1[CH:13]=[CH:12][C:8]2[CH2:9][N:10]([CH3:11])[C@@H:4]([CH2:3][O:2][CH3:1])[CH2:5][O:6][C:7]=2[CH:15]=1)=[O:18], predict the reactants needed to synthesize it. The reactants are: [CH3:1][O:2][CH2:3][C@@H:4]1[N:10]([CH3:11])[CH2:9][C:8]2[CH:12]=[CH:13][C:14]([C:16]([O:18]C)=O)=[CH:15][C:7]=2[O:6][CH2:5]1.[NH2:20][OH:21].[OH-].[Na+]. (7) Given the product [Br:1][C:2]1[CH:14]=[C:13]2[C:5]([C:6]3[C:7](=[O:34])[C:8]4[CH:20]=[CH:19][C:18]([O:21][CH:22]5[CH2:27][CH2:26][NH:25][CH2:24][CH2:23]5)=[CH:17][C:9]=4[C:10]([CH3:16])([CH3:15])[C:11]=3[NH:12]2)=[CH:4][CH:3]=1, predict the reactants needed to synthesize it. The reactants are: [Br:1][C:2]1[CH:14]=[C:13]2[C:5]([C:6]3[C:7](=[O:34])[C:8]4[CH:20]=[CH:19][C:18]([O:21][CH:22]5[CH2:27][CH2:26][N:25](C(=O)C(F)(F)F)[CH2:24][CH2:23]5)=[CH:17][C:9]=4[C:10]([CH3:16])([CH3:15])[C:11]=3[NH:12]2)=[CH:4][CH:3]=1.[OH-].[K+].O. (8) Given the product [CH:1]([N:4]1[CH2:9][CH2:8][N:7]([C:10]([C:12]2[CH:19]=[CH:18][C:15]([CH2:16][N:24]([CH2:23][CH2:22][O:21][CH3:20])[CH2:25][CH2:26][CH3:27])=[CH:14][CH:13]=2)=[O:11])[CH2:6][CH2:5]1)([CH3:3])[CH3:2], predict the reactants needed to synthesize it. The reactants are: [CH:1]([N:4]1[CH2:9][CH2:8][N:7]([C:10]([C:12]2[CH:19]=[CH:18][C:15]([CH:16]=O)=[CH:14][CH:13]=2)=[O:11])[CH2:6][CH2:5]1)([CH3:3])[CH3:2].[CH3:20][O:21][CH2:22][CH2:23][NH:24][CH2:25][CH2:26][CH3:27]. (9) Given the product [O:15]([CH2:14][C@@H:13]([O:22][Si:23]([CH2:26][CH3:27])([CH2:24][CH3:25])[CH2:28][CH3:29])[CH2:12][N:11]([C:30]([O:32][C:33]([CH3:35])([CH3:34])[CH3:36])=[O:31])[CH:9]1[CH2:8][CH2:7][CH2:6][C:5]2[CH:37]=[CH:38][C:2]([O:1][C:44](=[O:47])[NH2:39])=[CH:3][C:4]=2[CH2:10]1)[C:16]1[CH:17]=[CH:18][CH:19]=[CH:20][CH:21]=1, predict the reactants needed to synthesize it. The reactants are: [OH:1][C:2]1[CH:38]=[CH:37][C:5]2[CH2:6][CH2:7][CH2:8][CH:9]([N:11]([C:30]([O:32][C:33]([CH3:36])([CH3:35])[CH3:34])=[O:31])[CH2:12][C@H:13]([O:22][Si:23]([CH2:28][CH3:29])([CH2:26][CH3:27])[CH2:24][CH3:25])[CH2:14][O:15][C:16]3[CH:21]=[CH:20][CH:19]=[CH:18][CH:17]=3)[CH2:10][C:4]=2[CH:3]=1.[N:39]1[CH:44]=CC=CC=1.ClC(OC1C=CC([N+]([O-])=O)=CC=1)=[O:47].N.